This data is from Peptide-MHC class I binding affinity with 185,985 pairs from IEDB/IMGT. The task is: Regression. Given a peptide amino acid sequence and an MHC pseudo amino acid sequence, predict their binding affinity value. This is MHC class I binding data. The peptide sequence is LYDSQGLPEELP. The MHC is HLA-A02:01 with pseudo-sequence HLA-A02:01. The binding affinity (normalized) is 0.